Dataset: Catalyst prediction with 721,799 reactions and 888 catalyst types from USPTO. Task: Predict which catalyst facilitates the given reaction. (1) Reactant: Br[C:2]1[CH:7]=[C:6]([O:8][CH2:9][C:10]2[S:14][C:13]([C:15]3[CH:20]=[CH:19][C:18]([C:21]([F:24])([F:23])[F:22])=[CH:17][CH:16]=3)=[N:12][C:11]=2[CH2:25][CH2:26][CH2:27][CH3:28])[CH:5]=[CH:4][C:3]=1[C:29]1[NH:33][C:32](=[O:34])[O:31][N:30]=1.[Cu](C#N)[C:36]#[N:37]. Product: [CH2:25]([C:11]1[N:12]=[C:13]([C:15]2[CH:16]=[CH:17][C:18]([C:21]([F:22])([F:23])[F:24])=[CH:19][CH:20]=2)[S:14][C:10]=1[CH2:9][O:8][C:6]1[CH:5]=[CH:4][C:3]([C:29]2[NH:33][C:32](=[O:34])[O:31][N:30]=2)=[C:2]([CH:7]=1)[C:36]#[N:37])[CH2:26][CH2:27][CH3:28]. The catalyst class is: 17. (2) Reactant: [CH3:1][C:2]1[CH:7]=[C:6]([N+:8]([O-])=O)[CH:5]=[CH:4][C:3]=1[NH:11][C:12](=[O:19])[C:13]1[CH:18]=[CH:17][CH:16]=[CH:15][CH:14]=1.O.O.[Sn](Cl)Cl.C([O-])(O)=O.[Na+]. Product: [NH2:8][C:6]1[CH:5]=[CH:4][C:3]([NH:11][C:12](=[O:19])[C:13]2[CH:18]=[CH:17][CH:16]=[CH:15][CH:14]=2)=[C:2]([CH3:1])[CH:7]=1. The catalyst class is: 13. (3) Product: [F:25][C:2]([F:1])([F:24])[O:3][C:4]1[CH:5]=[CH:6][C:7]([N:10]2[CH:14]=[N:13][C:12]([C:15]3[CH:20]=[CH:19][C:18]([C:21](=[O:23])[CH3:22])=[CH:17][CH:16]=3)=[N:11]2)=[CH:8][CH:9]=1. The catalyst class is: 764. Reactant: [F:1][C:2]([F:25])([F:24])[O:3][C:4]1[CH:9]=[CH:8][C:7]([N:10]2[CH:14]=[N:13][C:12]([C:15]3[CH:20]=[CH:19][C:18]([CH:21]([OH:23])[CH3:22])=[CH:17][CH:16]=3)=[N:11]2)=[CH:6][CH:5]=1.C(N(CC)CC)C.S(=O)(=O)=O.N1C=CC=CC=1. (4) Reactant: [CH3:1][C:2](=[CH:4][CH2:5][CH2:6][C:7](=[CH:9][CH:10]=[O:11])[CH3:8])[CH3:3].C(O)(C)C. Product: [CH3:1][C:2](=[CH:4][CH2:5][CH2:6][CH:7]([CH2:9][CH:10]=[O:11])[CH3:8])[CH3:3]. The catalyst class is: 11. (5) Reactant: CCN(C(C)C)C(C)C.CCN=C=NCCCN(C)C.Cl.C1C=CC2N(O)N=NC=2C=1.[CH3:32][O:33][C:34]1[CH:39]=[C:38]([CH3:40])[C:37]([S:41]([N:44]2[CH2:49][CH2:48][CH2:47][CH2:46][C@H:45]2[CH2:50][O:51][CH2:52][C:53]([OH:55])=O)(=[O:43])=[O:42])=[C:36]([CH3:56])[CH:35]=1.[N:57]1[CH:62]=[CH:61][C:60]([C:63]2([O:76][CH2:77][CH2:78][N:79]3[CH2:83][CH2:82][CH2:81][CH2:80]3)[CH2:68][CH2:67][N:66](C(OC(C)(C)C)=O)[CH2:65][CH2:64]2)=[CH:59][CH:58]=1.C(O)(C(F)(F)F)=O. Product: [CH3:32][O:33][C:34]1[CH:39]=[C:38]([CH3:40])[C:37]([S:41]([N:44]2[CH2:49][CH2:48][CH2:47][CH2:46][C@H:45]2[CH2:50][O:51][CH2:52][C:53]([N:66]2[CH2:67][CH2:68][C:63]([C:60]3[CH:59]=[CH:58][N:57]=[CH:62][CH:61]=3)([O:76][CH2:77][CH2:78][N:79]3[CH2:83][CH2:82][CH2:81][CH2:80]3)[CH2:64][CH2:65]2)=[O:55])(=[O:43])=[O:42])=[C:36]([CH3:56])[CH:35]=1. The catalyst class is: 2. (6) Reactant: C(OC([N:8]1[C:12]2[CH:13]=[CH:14][N:15]=[CH:16][C:11]=2[C:10]2[CH:17]=[CH:18][C:19](Cl)=[N:20][C:9]1=2)=O)(C)(C)C.[N+:22]([C:25]1[CH:30]=[CH:29][C:28](B2OC(C)(C)C(C)(C)O2)=[CH:27][N:26]=1)([O-:24])=[O:23].C([O-])([O-])=O.[K+].[K+]. Product: [N+:22]([C:25]1[N:26]=[CH:27][C:28]([C:19]2[CH:18]=[CH:17][C:10]3[C:11]4[CH:16]=[N:15][CH:14]=[CH:13][C:12]=4[NH:8][C:9]=3[N:20]=2)=[CH:29][CH:30]=1)([O-:24])=[O:23]. The catalyst class is: 3. (7) Reactant: [Br:1][C:2]1[CH:9]=[CH:8][C:5]([CH:6]=O)=[CH:4][N:3]=1.[CH3:10][O:11][CH2:12][CH2:13][NH2:14].C(O[BH-](OC(=O)C)OC(=O)C)(=O)C.[Na+].[NH4+].[Cl-]. Product: [Br:1][C:2]1[N:3]=[CH:4][C:5]([CH2:6][NH:14][CH2:13][CH2:12][O:11][CH3:10])=[CH:8][CH:9]=1. The catalyst class is: 34. (8) Reactant: [F:1][C:2]1[CH:3]=[C:4]([CH:41]=[CH:42][CH:43]=1)[CH2:5][N:6]1[C:14]2[C:9](=[CH:10][C:11]([NH:15][C:16]3[C:25]4[C:20](=[CH:21][CH:22]=[C:23]([C:26]#[C:27][CH2:28][NH:29][C:30](=[N:38][C:39]#[N:40])OC5C=CC=CC=5)[CH:24]=4)[N:19]=[CH:18][N:17]=3)=[CH:12][CH:13]=2)[CH:8]=[N:7]1.CC(O)C.[NH:48]1[CH2:53][CH2:52][O:51][CH2:50][CH2:49]1. Product: [C:39]([NH:38][C:30]([N:48]1[CH2:53][CH2:52][O:51][CH2:50][CH2:49]1)=[N:29][CH2:28][C:27]#[C:26][C:23]1[CH:24]=[C:25]2[C:20](=[CH:21][CH:22]=1)[N:19]=[CH:18][N:17]=[C:16]2[NH:15][C:11]1[CH:10]=[C:9]2[C:14](=[CH:13][CH:12]=1)[N:6]([CH2:5][C:4]1[CH:41]=[CH:42][CH:43]=[C:2]([F:1])[CH:3]=1)[N:7]=[CH:8]2)#[N:40]. The catalyst class is: 1. (9) Product: [CH3:28][N:29]1[C:17]([C:14]2[CH:15]=[C:16]3[C:11]([C:10]([CH3:24])([CH3:23])[C:9](=[O:25])[N:8]3[CH2:7][C:6]3[CH:26]=[CH:27][C:3]([O:2][CH3:1])=[CH:4][CH:5]=3)=[CH:12][CH:13]=2)=[CH:18][C:19]([CH3:20])=[N:30]1. Reactant: [CH3:1][O:2][C:3]1[CH:27]=[CH:26][C:6]([CH2:7][N:8]2[C:16]3[C:11](=[CH:12][CH:13]=[C:14]([C:17](=O)[CH2:18][C:19](=O)[CH3:20])[CH:15]=3)[C:10]([CH3:24])([CH3:23])[C:9]2=[O:25])=[CH:5][CH:4]=1.[CH3:28][NH:29][NH2:30].O.C1(C)C=CC(S(O)(=O)=O)=CC=1. The catalyst class is: 1.